Predict the reaction yield, written as a fraction of the theoretical maximum amount of product (1.0 means a 100% yield; for example, 0.34 means a 34% yield). From a dataset of Reaction yield outcomes from USPTO patents with 853,638 reactions. (1) The catalyst is O1CCCC1.C(OCC)C. The yield is 0.710. The product is [C:13]([O:16][C@@H:17]1[O:34][C@H:33]([CH2:35][O:36][C:42]2[CH:41]=[CH:40][CH:39]=[C:38]([Br:37])[CH:43]=2)[C@@H:28]([O:29][C:30](=[O:32])[CH3:31])[C@H:23]([O:24][C:25](=[O:27])[CH3:26])[C@H:18]1[O:19][C:20](=[O:22])[CH3:21])(=[O:15])[CH3:14]. The reactants are CCOC(/N=N/C(OCC)=O)=O.[C:13]([O:16][C@@H:17]1[O:34][C@H:33]([CH2:35][OH:36])[C@@H:28]([O:29][C:30](=[O:32])[CH3:31])[C@H:23]([O:24][C:25](=[O:27])[CH3:26])[C@H:18]1[O:19][C:20](=[O:22])[CH3:21])(=[O:15])[CH3:14].[Br:37][C:38]1[CH:39]=[C:40](O)[CH:41]=[CH:42][CH:43]=1.C1(P(C2C=CC=CC=2)C2C=CC=CC=2)C=CC=CC=1. (2) The reactants are [F:1][C:2]([F:11])([F:10])[C:3]1[CH:4]=[C:5]([SH:9])[CH:6]=[CH:7][CH:8]=1.C([O-])([O-])=O.[K+].[K+].N#N.CS(O[CH:25]1[CH2:30][CH2:29][O:28][CH:27]([C:31]2[CH:32]=[N:33][C:34]([O:37][CH:38]([CH3:40])[CH3:39])=[CH:35][CH:36]=2)[CH2:26]1)(=O)=O. The catalyst is CC#N. The product is [CH:38]([O:37][C:34]1[CH:35]=[CH:36][C:31]([CH:27]2[CH2:26][CH:25]([S:9][C:5]3[CH:6]=[CH:7][CH:8]=[C:3]([C:2]([F:1])([F:10])[F:11])[CH:4]=3)[CH2:30][CH2:29][O:28]2)=[CH:32][N:33]=1)([CH3:40])[CH3:39]. The yield is 0.880. (3) The reactants are C([N:8]1[CH2:13][CH2:12][CH:11]([OH:14])[CH2:10][CH2:9]1)(OC(C)(C)C)=O.Cl.Cl[C:17]1[CH:22]=[CH:21][N:20]=[CH:19][CH:18]=1.CC(C)([O-])C.[K+]. The catalyst is CS(C)=O.O1CCCC1.C(OCC)C. The product is [N:8]1[CH:9]=[CH:10][C:11]([O:14][N:20]2[CH2:21][CH2:22][CH2:17][CH2:18][CH2:19]2)=[CH:12][CH:13]=1. The yield is 1.00. (4) The reactants are Br[C:2]1[C:10]2[C:9]([N:11]3[CH2:16][CH2:15][C:14]([NH:21][C:22]([O:24][C:25]([CH3:28])([CH3:27])[CH3:26])=[O:23])([C:17]([O:19][CH3:20])=[O:18])[CH2:13][CH2:12]3)=[N:8][CH:7]=[N:6][C:5]=2[N:4]([S:29]([C:32]2[CH:38]=[CH:37][C:35]([CH3:36])=[CH:34][CH:33]=2)(=[O:31])=[O:30])[CH:3]=1.[O-]P([O-])([O-])=O.[K+].[K+].[K+].C1(P([CH:60]2[CH2:65][CH2:64]CCC2)C2CCCCC2)CCCCC1.C1(B(O)O)CC1. The catalyst is C1(C)C=CC=CC=1.O.CCOC(C)=O.C([O-])(=O)C.[Pd+2].C([O-])(=O)C. The product is [C:25]([O:24][C:22]([NH:21][C:14]1([C:17]([O:19][CH3:20])=[O:18])[CH2:15][CH2:16][N:11]([C:9]2[C:10]3[C:2]([CH:64]4[CH2:65][CH2:60]4)=[CH:3][N:4]([S:29]([C:32]4[CH:38]=[CH:37][C:35]([CH3:36])=[CH:34][CH:33]=4)(=[O:31])=[O:30])[C:5]=3[N:6]=[CH:7][N:8]=2)[CH2:12][CH2:13]1)=[O:23])([CH3:28])([CH3:27])[CH3:26]. The yield is 0.434.